This data is from Reaction yield outcomes from USPTO patents with 853,638 reactions. The task is: Predict the reaction yield, written as a fraction of the theoretical maximum amount of product (1.0 means a 100% yield; for example, 0.34 means a 34% yield). The reactants are C([O:3][C:4]([CH:6]1[CH2:18][C:17]2[C:16]3[C:11](=[CH:12][CH:13]=[C:14]([F:19])[CH:15]=3)[NH:10][C:9]=2[CH2:8][CH2:7]1)=[O:5])C.[OH-].[K+].Cl.O. The catalyst is C(O)C. The product is [F:19][C:14]1[CH:15]=[C:16]2[C:11](=[CH:12][CH:13]=1)[NH:10][C:9]1[CH2:8][CH2:7][CH:6]([C:4]([OH:5])=[O:3])[CH2:18][C:17]2=1. The yield is 0.990.